Dataset: NCI-60 drug combinations with 297,098 pairs across 59 cell lines. Task: Regression. Given two drug SMILES strings and cell line genomic features, predict the synergy score measuring deviation from expected non-interaction effect. (1) Drug 1: CN(C)C1=NC(=NC(=N1)N(C)C)N(C)C. Drug 2: C#CCC(CC1=CN=C2C(=N1)C(=NC(=N2)N)N)C3=CC=C(C=C3)C(=O)NC(CCC(=O)O)C(=O)O. Cell line: BT-549. Synergy scores: CSS=-5.51, Synergy_ZIP=1.30, Synergy_Bliss=-0.772, Synergy_Loewe=-4.31, Synergy_HSA=-6.32. (2) Drug 1: C1CCC(C1)C(CC#N)N2C=C(C=N2)C3=C4C=CNC4=NC=N3. Drug 2: CC=C1C(=O)NC(C(=O)OC2CC(=O)NC(C(=O)NC(CSSCCC=C2)C(=O)N1)C(C)C)C(C)C. Cell line: U251. Synergy scores: CSS=62.6, Synergy_ZIP=-2.92, Synergy_Bliss=-9.79, Synergy_Loewe=-70.4, Synergy_HSA=-9.30.